Task: Predict the product of the given reaction.. Dataset: Forward reaction prediction with 1.9M reactions from USPTO patents (1976-2016) (1) Given the reactants [H-].[Na+].[C:3]([C:5]1[CH:27]=[CH:26][C:8]([CH2:9][N:10]2[CH2:17][CH:16]3[O:18][CH:12]([CH2:13][N:14]([CH2:19][CH2:20][NH:21][S:22]([CH3:25])(=[O:24])=[O:23])[CH2:15]3)[CH2:11]2)=[CH:7][CH:6]=1)#[N:4].Br[CH2:29][C:30]1[CH:37]=[CH:36][C:33]([C:34]#[N:35])=[CH:32][CH:31]=1, predict the reaction product. The product is: [C:34]([C:33]1[CH:36]=[CH:37][C:30]([CH2:29][N:21]([CH2:20][CH2:19][N:14]2[CH2:15][CH:16]3[O:18][CH:12]([CH2:11][N:10]([CH2:9][C:8]4[CH:7]=[CH:6][C:5]([C:3]#[N:4])=[CH:27][CH:26]=4)[CH2:17]3)[CH2:13]2)[S:22]([CH3:25])(=[O:24])=[O:23])=[CH:31][CH:32]=1)#[N:35]. (2) Given the reactants [Br:1][C:2]1[CH:3]=[CH:4][C:5]2[O:14][C:13]3[C:12](=[O:15])[NH:11][C:10]([CH2:16]Cl)=[N:9][C:8]=3[C:6]=2[CH:7]=1.[Si]([O:25][C@@H:26]1[C@@H:30]([O:31][Si](C(C)(C)C)(C)C)[CH2:29][NH:28][CH2:27]1)(C(C)(C)C)(C)C.Cl, predict the reaction product. The product is: [Br:1][C:2]1[CH:3]=[CH:4][C:5]2[O:14][C:13]3[C:12](=[O:15])[NH:11][C:10]([CH2:16][N:28]4[CH2:29][C@H:30]([OH:31])[C@@H:26]([OH:25])[CH2:27]4)=[N:9][C:8]=3[C:6]=2[CH:7]=1. (3) Given the reactants [C:1]([N:5]([OH:15])[C:6]([C:8]([CH3:14])([CH3:13])[C:9](OC)=[O:10])=[O:7])([CH3:4])([CH3:3])[CH3:2].CC(C[AlH]CC(C)C)C, predict the reaction product. The product is: [C:1]([N:5]([OH:15])[C:6]([C:8]([CH3:14])([CH3:13])[CH:9]=[O:10])=[O:7])([CH3:4])([CH3:2])[CH3:3].